From a dataset of NCI-60 drug combinations with 297,098 pairs across 59 cell lines. Regression. Given two drug SMILES strings and cell line genomic features, predict the synergy score measuring deviation from expected non-interaction effect. (1) Drug 1: C1=CC(=CC=C1CC(C(=O)O)N)N(CCCl)CCCl.Cl. Drug 2: N.N.Cl[Pt+2]Cl. Cell line: HT29. Synergy scores: CSS=8.34, Synergy_ZIP=-2.29, Synergy_Bliss=5.40, Synergy_Loewe=0.360, Synergy_HSA=0.742. (2) Drug 1: CC1=C(C=C(C=C1)C(=O)NC2=CC(=CC(=C2)C(F)(F)F)N3C=C(N=C3)C)NC4=NC=CC(=N4)C5=CN=CC=C5. Drug 2: B(C(CC(C)C)NC(=O)C(CC1=CC=CC=C1)NC(=O)C2=NC=CN=C2)(O)O. Cell line: SF-268. Synergy scores: CSS=25.9, Synergy_ZIP=1.14, Synergy_Bliss=1.44, Synergy_Loewe=-44.3, Synergy_HSA=-1.45.